Dataset: Forward reaction prediction with 1.9M reactions from USPTO patents (1976-2016). Task: Predict the product of the given reaction. The product is: [ClH:1].[ClH:1].[NH2:18][C:10]1[C:9]2[N:19]=[C:6]([CH2:2][CH2:3][CH2:4][CH3:5])[N:7]([CH2:20][CH2:21][CH2:22][OH:23])[C:8]=2[C:17]2[CH:16]=[CH:15][CH:14]=[CH:13][C:12]=2[N:11]=1. Given the reactants [ClH:1].[CH2:2]([C:6]1[N:7]([CH2:20][CH2:21][CH2:22][O:23][Si](C(C)(C)C)(C)C)[C:8]2[C:17]3[CH:16]=[CH:15][CH:14]=[CH:13][C:12]=3[N:11]=[C:10]([NH2:18])[C:9]=2[N:19]=1)[CH2:3][CH2:4][CH3:5], predict the reaction product.